Task: Predict the reactants needed to synthesize the given product.. Dataset: Full USPTO retrosynthesis dataset with 1.9M reactions from patents (1976-2016) Given the product [Cl:17][CH2:16][C:4]1[CH:5]=[CH:6][C:1]([C:7]2([NH:10][C:11](=[O:13])[CH3:12])[CH2:8][CH2:9]2)=[CH:2][CH:3]=1, predict the reactants needed to synthesize it. The reactants are: [C:1]1([C:7]2([NH:10][C:11](=[O:13])[CH3:12])[CH2:9][CH2:8]2)[CH:6]=[CH:5][CH:4]=[CH:3][CH:2]=1.CO[CH2:16][Cl:17].